This data is from Catalyst prediction with 721,799 reactions and 888 catalyst types from USPTO. The task is: Predict which catalyst facilitates the given reaction. (1) Reactant: [Cl:1][C:2]1[CH:3]=[C:4]([CH:6]=[CH:7][C:8]=1Br)[NH2:5].CC1(C)C(C)(C)OB([C:18]2[CH:23]=[CH:22][C:21]([C:24]3[CH:29]=[CH:28][C:27]([S:30]([CH3:33])(=[O:32])=[O:31])=[CH:26][CH:25]=3)=[CH:20][CH:19]=2)O1.C([O-])([O-])=O.[Na+].[Na+]. Product: [Cl:1][C:2]1[CH:3]=[C:4]([NH2:5])[CH:6]=[CH:7][C:8]=1[C:18]1[CH:19]=[CH:20][C:21]([C:24]2[CH:29]=[CH:28][C:27]([S:30]([CH3:33])(=[O:32])=[O:31])=[CH:26][CH:25]=2)=[CH:22][CH:23]=1. The catalyst class is: 104. (2) Reactant: P(Br)(Br)([Br:3])=O.O[C:7]1[N:12]=[C:11]([CH3:13])[N:10]=[C:9]([C:14]([O:16][CH3:17])=[O:15])[CH:8]=1.C(=O)([O-])[O-].[Na+].[Na+]. Product: [Br:3][C:7]1[N:12]=[C:11]([CH3:13])[N:10]=[C:9]([C:14]([O:16][CH3:17])=[O:15])[CH:8]=1. The catalyst class is: 3.